This data is from Catalyst prediction with 721,799 reactions and 888 catalyst types from USPTO. The task is: Predict which catalyst facilitates the given reaction. Reactant: [C:1]([C:4]1[CH:9]=[CH:8][C:7]([NH:10][CH:11]([C:16]2[CH:21]=[C:20]([O:22][CH2:23][CH3:24])[CH:19]=[CH:18][C:17]=2[O:25][CH2:26][C:27](=[O:29])[NH2:28])[C:12]([O:14]C)=[O:13])=[CH:6][CH:5]=1)(=[NH:3])[NH2:2].[Li+].[OH-]. Product: [C:1]([C:4]1[CH:9]=[CH:8][C:7]([NH:10][CH:11]([C:16]2[CH:21]=[C:20]([O:22][CH2:23][CH3:24])[CH:19]=[CH:18][C:17]=2[O:25][CH2:26][C:27](=[O:29])[NH2:28])[C:12]([OH:14])=[O:13])=[CH:6][CH:5]=1)(=[NH:2])[NH2:3]. The catalyst class is: 1.